This data is from Forward reaction prediction with 1.9M reactions from USPTO patents (1976-2016). The task is: Predict the product of the given reaction. (1) Given the reactants [F:1][C:2]1[CH:11]=[C:10]2[C:5]([CH:6]=[C:7]([C:13]3[CH:14]=[C:15]4[N:20]=[C:19](SC)[CH:18]=[CH:17][N:16]4[CH:23]=3)[C:8](=[O:12])[O:9]2)=[CH:4][CH:3]=1, predict the reaction product. The product is: [F:1][C:2]1[CH:11]=[C:10]2[C:5]([CH:6]=[C:7]([C:13]3[CH:14]=[C:15]4[N:20]=[CH:19][CH:18]=[CH:17][N:16]4[CH:23]=3)[C:8](=[O:12])[O:9]2)=[CH:4][CH:3]=1. (2) Given the reactants [Br:1][C:2]1[CH:7]=[CH:6][C:5]([OH:8])=[CH:4][CH:3]=1.Br[C:10]([CH3:14])([CH2:12][CH3:13])[CH3:11].C([O-])(O)=O.[Na+], predict the reaction product. The product is: [Br:1][C:2]1[CH:7]=[CH:6][C:5]([O:8][C:10]([CH2:12][CH3:13])([CH3:14])[CH3:11])=[CH:4][CH:3]=1. (3) Given the reactants [NH2:1][C:2]([N:4]1[CH2:9][CH2:8][CH:7]([NH:10]C(=O)OC(C)(C)C)[CH2:6][CH2:5]1)=[S:3].[Cl:18][CH:19]([C:25](=O)[CH2:26][O:27][CH2:28][CH2:29][O:30][CH3:31])[C:20]([O:22][CH2:23][CH3:24])=[O:21], predict the reaction product. The product is: [ClH:18].[NH2:10][CH:7]1[CH2:6][CH2:5][N:4]([C:2]2[S:3][C:19]([C:20]([O:22][CH2:23][CH3:24])=[O:21])=[C:25]([CH2:26][O:27][CH2:28][CH2:29][O:30][CH3:31])[N:1]=2)[CH2:9][CH2:8]1. (4) Given the reactants [NH2:1][C:2]1[NH:3][N:4]=[C:5]([CH3:7])[CH:6]=1.C(O[C:17]([C:25]1[CH:30]=[CH:29][CH:28]=[CH:27][CH:26]=1)=[CH:18][C:19]1[CH:24]=[CH:23][N:22]=[CH:21][CH:20]=1)(=O)C1C=CC=CC=1, predict the reaction product. The product is: [C:25]1([C:17]2[C:18]([C:19]3[CH:20]=[CH:21][N:22]=[CH:23][CH:24]=3)=[C:17]([C:25]3[CH:30]=[CH:29][CH:28]=[CH:27][CH:26]=3)[N:1]=[C:2]3[NH:3][N:4]=[C:5]([CH3:7])[C:6]=23)[CH:26]=[CH:27][CH:28]=[CH:29][CH:30]=1. (5) Given the reactants [CH3:1][C:2]1[CH:11]=[N:10][C:9]2[C:4](=[CH:5][CH:6]=[C:7]([NH2:12])[CH:8]=2)[N:3]=1.[Br:13]Br, predict the reaction product. The product is: [BrH:13].[CH3:1][C:2]1[CH:11]=[N:10][C:9]2[C:4](=[CH:5][CH:6]=[C:7]([NH2:12])[C:8]=2[Br:13])[N:3]=1. (6) Given the reactants C(C1C=CC(C2C=CC=CC=2)=C(C(C)C)C=1C(C)C)(C)C.[O-]P([O-])([O-])=O.[K+].[K+].[K+].[CH2:30]([O:37][CH2:38][CH2:39][C@@H:40]1[C:44]2[NH:45][C:46](B3OC(C)(C)C(C)(C)O3)=[CH:47][C:43]=2[C:42](=[O:57])[NH:41]1)[C:31]1[CH:36]=[CH:35][CH:34]=[CH:33][CH:32]=1.[C:58]([NH:62][C:63]1[N:72]([CH3:73])[C:71](=[O:74])[C:70]2[C:65](=[C:66](I)[CH:67]=[CH:68][CH:69]=2)[N:64]=1)([CH3:61])([CH3:60])[CH3:59].[OH-].[Na+], predict the reaction product. The product is: [CH2:30]([O:37][CH2:38][CH2:39][C@@H:40]1[C:44]2[NH:45][C:46]([C:66]3[CH:67]=[CH:68][CH:69]=[C:70]4[C:65]=3[N:64]=[C:63]([NH:62][C:58]([CH3:59])([CH3:60])[CH3:61])[N:72]([CH3:73])[C:71]4=[O:74])=[CH:47][C:43]=2[C:42](=[O:57])[NH:41]1)[C:31]1[CH:32]=[CH:33][CH:34]=[CH:35][CH:36]=1. (7) Given the reactants [CH:1]1([NH:6][NH:7][C:8](=[O:18])[C:9]2[C:14](I)=[CH:13][CH:12]=[N:11][C:10]=2[O:16][CH3:17])[CH2:5][CH2:4][CH2:3][CH2:2]1.N1CCC[C@H]1C(O)=O.C(=O)([O-])[O-].[K+].[K+].O, predict the reaction product. The product is: [CH:1]1([N:6]2[C:14]3[CH:13]=[CH:12][N:11]=[C:10]([O:16][CH3:17])[C:9]=3[C:8](=[O:18])[NH:7]2)[CH2:5][CH2:4][CH2:3][CH2:2]1. (8) Given the reactants [F:1][C:2]1[CH:7]=[CH:6][C:5]([C:8]2[C:9]([N:14]3[CH2:19][CH2:18][NH:17][CH2:16][CH2:15]3)=[N:10][CH:11]=[CH:12][N:13]=2)=[CH:4][CH:3]=1.[F:20][C:21]([F:31])([F:30])[CH2:22][N:23]1[CH:27]=[C:26]([CH:28]=O)[CH:25]=[N:24]1.C(O[BH-](OC(=O)C)OC(=O)C)(=O)C.[Na+].C(Cl)[Cl:47], predict the reaction product. The product is: [ClH:47].[F:1][C:2]1[CH:7]=[CH:6][C:5]([C:8]2[C:9]([N:14]3[CH2:15][CH2:16][N:17]([CH2:28][C:26]4[CH:25]=[N:24][N:23]([CH2:22][C:21]([F:31])([F:20])[F:30])[CH:27]=4)[CH2:18][CH2:19]3)=[N:10][CH:11]=[CH:12][N:13]=2)=[CH:4][CH:3]=1.